From a dataset of Full USPTO retrosynthesis dataset with 1.9M reactions from patents (1976-2016). Predict the reactants needed to synthesize the given product. (1) Given the product [Cl:1][C:2]1[CH:7]=[CH:6][C:5]([C:8]2[C:12]([C:13]3[N:14]=[CH:15][N:16]([C:23]4[CH:28]=[CH:27][C:26]([N+:29]([O-:31])=[O:30])=[CH:25][CH:24]=4)[CH:17]=3)=[C:11]([C:18]([F:21])([F:19])[F:20])[O:10][N:9]=2)=[CH:4][CH:3]=1, predict the reactants needed to synthesize it. The reactants are: [Cl:1][C:2]1[CH:7]=[CH:6][C:5]([C:8]2[C:12]([C:13]3[N:14]=[CH:15][NH:16][CH:17]=3)=[C:11]([C:18]([F:21])([F:20])[F:19])[O:10][N:9]=2)=[CH:4][CH:3]=1.F[C:23]1[CH:28]=[CH:27][C:26]([N+:29]([O-:31])=[O:30])=[CH:25][CH:24]=1. (2) Given the product [NH:14]1[CH2:15][CH2:16][CH:11]([CH2:10][C:9]2[CH:27]=[CH:28][C:6]3[O:5][CH2:4][C:3](=[O:2])[NH:29][C:7]=3[CH:8]=2)[CH2:12][CH2:13]1, predict the reactants needed to synthesize it. The reactants are: C[O:2][C:3](=O)[CH2:4][O:5][C:6]1[CH:28]=[CH:27][C:9]([CH:10]=[C:11]2[CH2:16][CH2:15][N:14](C(OCC3C=CC=CC=3)=O)[CH2:13][CH2:12]2)=[CH:8][C:7]=1[N+:29]([O-])=O. (3) Given the product [NH2:32][C:31]1[C:27]([C:23]2[N:24]([CH2:25][CH3:26])[C:17]3[C:16]([CH2:15][N:14]([CH:11]4[CH2:10][CH2:9][NH:8][CH2:13][CH2:12]4)[C:33](=[O:35])[CH3:34])=[CH:21][N:20]=[CH:19][C:18]=3[N:22]=2)=[N:28][O:29][N:30]=1, predict the reactants needed to synthesize it. The reactants are: C(OC([N:8]1[CH2:13][CH2:12][CH:11]([N:14]([C:33](=[O:35])[CH3:34])[CH2:15][C:16]2[C:17]3[N:24]([CH2:25][CH3:26])[C:23]([C:27]4[C:31]([NH2:32])=[N:30][O:29][N:28]=4)=[N:22][C:18]=3[CH:19]=[N:20][CH:21]=2)[CH2:10][CH2:9]1)=O)(C)(C)C.C(OC(N1CCC(N)CC1)=O)(C)(C)C. (4) Given the product [C:18]([C:20]1([C:23]2[CH:24]=[C:25]([CH:29]=[CH:30][CH:31]=2)[C:26]([NH:12][C:11]2[CH:13]=[CH:14][CH:15]=[C:9]([O:8][C:7]3[CH:16]=[CH:17][C:4]([N+:1]([O-:3])=[O:2])=[CH:5][CH:6]=3)[CH:10]=2)=[O:27])[CH2:21][CH2:22]1)#[N:19], predict the reactants needed to synthesize it. The reactants are: [N+:1]([C:4]1[CH:17]=[CH:16][C:7]([O:8][C:9]2[CH:10]=[C:11]([CH:13]=[CH:14][CH:15]=2)[NH2:12])=[CH:6][CH:5]=1)([O-:3])=[O:2].[C:18]([C:20]1([C:23]2[CH:24]=[C:25]([CH:29]=[CH:30][CH:31]=2)[C:26](O)=[O:27])[CH2:22][CH2:21]1)#[N:19].Cl.C(N=C=NCCCN(C)C)C. (5) Given the product [C:20]([C:19]1[CH:22]=[C:15]([NH:14][C:11]([C:7]2[CH:6]=[C:5]([S:2]([Cl:1])(=[O:4])=[O:3])[S:9][C:8]=2[CH3:10])=[O:12])[CH:16]=[CH:17][C:18]=1[F:23])#[N:21], predict the reactants needed to synthesize it. The reactants are: [Cl:1][S:2]([C:5]1[S:9][C:8]([CH3:10])=[C:7]([C:11](Cl)=[O:12])[CH:6]=1)(=[O:4])=[O:3].[NH2:14][C:15]1[CH:16]=[CH:17][C:18]([F:23])=[C:19]([CH:22]=1)[C:20]#[N:21]. (6) Given the product [CH2:19]([C:2]1[CH:7]=[CH:6][C:5]([CH:8]2[O:13][CH2:12][C:11]([CH3:15])([CH3:14])[CH2:10][O:9]2)=[CH:4][CH:3]=1)[CH:18]=[CH2:17], predict the reactants needed to synthesize it. The reactants are: Br[C:2]1[CH:7]=[CH:6][C:5]([CH:8]2[O:13][CH2:12][C:11]([CH3:15])([CH3:14])[CH2:10][O:9]2)=[CH:4][CH:3]=1.[Mg].[CH2:17](Br)[CH:18]=[CH2:19].